This data is from Catalyst prediction with 721,799 reactions and 888 catalyst types from USPTO. The task is: Predict which catalyst facilitates the given reaction. (1) Reactant: [CH3:1][S:2]([OH:5])(=[O:4])=[O:3].CO.[N:8]1[CH:13]=[CH:12][C:11]([NH:14][C:15](=[O:37])[C:16]2[CH:21]=[C:20]([CH2:22][C:23]3[C:24](=[O:35])[C:25]([O:33][CH3:34])=[C:26]([O:31][CH3:32])[C:27](=[O:30])[C:28]=3[CH3:29])[CH:19]=[CH:18][C:17]=2[OH:36])=[CH:10][CH:9]=1. Product: [CH3:1][S:2]([OH:5])(=[O:4])=[O:3].[N:8]1[CH:13]=[CH:12][C:11]([NH:14][C:15](=[O:37])[C:16]2[CH:21]=[C:20]([CH2:22][C:23]3[C:24](=[O:35])[C:25]([O:33][CH3:34])=[C:26]([O:31][CH3:32])[C:27](=[O:30])[C:28]=3[CH3:29])[CH:19]=[CH:18][C:17]=2[OH:36])=[CH:10][CH:9]=1. The catalyst class is: 4. (2) Reactant: [F:1][C:2]1[C:3]([C:9]2[N:13]([CH:14]3[CH2:19][CH2:18][O:17][CH2:16][CH2:15]3)[C:12]([CH3:20])=[N:11][CH:10]=2)=[N:4][C:5]([NH2:8])=[N:6][CH:7]=1.Cl[C:22]1[C:34]([F:35])=[CH:33][C:25]([CH2:26][N:27]2[CH2:32][CH2:31][O:30][CH2:29][CH2:28]2)=[C:24]([F:36])[CH:23]=1.CC(C)([O-])C.[K+].C1(P(C2CCCCC2)C2C=CC=CC=2C2C(C(C)C)=CC(C(C)C)=CC=2C(C)C)CCCCC1. Product: [F:35][C:34]1[CH:33]=[C:25]([CH2:26][N:27]2[CH2:28][CH2:29][O:30][CH2:31][CH2:32]2)[C:24]([F:36])=[CH:23][C:22]=1[NH:8][C:5]1[N:4]=[C:3]([C:9]2[N:13]([CH:14]3[CH2:19][CH2:18][O:17][CH2:16][CH2:15]3)[C:12]([CH3:20])=[N:11][CH:10]=2)[C:2]([F:1])=[CH:7][N:6]=1. The catalyst class is: 62. (3) Reactant: [Cl:1][C:2]1[CH:10]=[C:9]2[C:5]([C:6]([CH3:11])=[CH:7][NH:8]2)=[CH:4][CH:3]=1.[H-].[Na+].[CH3:14][O:15][C:16]1[C:25]2[C:20](=[CH:21][CH:22]=[CH:23][CH:24]=2)[C:19]([S:26](Cl)(=[O:28])=[O:27])=[CH:18][C:17]=1[N:30]1[CH2:35][CH2:34][N:33]([C:36](=[O:41])[C:37]([Cl:40])([Cl:39])[Cl:38])[CH2:32][CH2:31]1. Product: [Cl:40][C:37]([Cl:38])([Cl:39])[C:36]([N:33]1[CH2:34][CH2:35][N:30]([C:17]2[CH:18]=[C:19]([S:26]([N:8]3[C:9]4[C:5](=[CH:4][CH:3]=[C:2]([Cl:1])[CH:10]=4)[C:6]([CH3:11])=[CH:7]3)(=[O:27])=[O:28])[C:20]3[C:25](=[CH:24][CH:23]=[CH:22][CH:21]=3)[C:16]=2[O:15][CH3:14])[CH2:31][CH2:32]1)=[O:41]. The catalyst class is: 1.